Dataset: Catalyst prediction with 721,799 reactions and 888 catalyst types from USPTO. Task: Predict which catalyst facilitates the given reaction. (1) Reactant: [Cl:1][C:2]1[CH:18]=[CH:17][C:5]([O:6][CH2:7][C:8]2[CH:16]=[CH:15][C:11]([C:12](O)=[O:13])=[CH:10][CH:9]=2)=[CH:4][C:3]=1[C:19]([F:22])([F:21])[F:20].CCN=C=NCCCN(C)C.[CH3:34][N:35]([CH3:40])[S:36]([NH2:39])(=[O:38])=[O:37].OS([O-])(=O)=O.[K+]. Product: [Cl:1][C:2]1[CH:18]=[CH:17][C:5]([O:6][CH2:7][C:8]2[CH:16]=[CH:15][C:11]([C:12]([NH:39][S:36]([N:35]([CH3:40])[CH3:34])(=[O:38])=[O:37])=[O:13])=[CH:10][CH:9]=2)=[CH:4][C:3]=1[C:19]([F:22])([F:21])[F:20]. The catalyst class is: 4. (2) Reactant: [NH:1]1[C:9]2[C:4](=[CH:5][C:6]([O:10][C@H:11]3[CH2:15][CH2:14][N:13]([CH:16]4[CH2:21][CH2:20][NH:19][CH2:18][CH2:17]4)[C:12]3=[O:22])=[CH:7][CH:8]=2)[CH:3]=[N:2]1.[Cl:23][C:24]1[CH:29]=[N:28][C:27](Cl)=[CH:26][N:25]=1.CCN(C(C)C)C(C)C. Product: [NH:1]1[C:9]2[C:4](=[CH:5][C:6]([O:10][C@H:11]3[CH2:15][CH2:14][N:13]([CH:16]4[CH2:17][CH2:18][N:19]([C:27]5[CH:26]=[N:25][C:24]([Cl:23])=[CH:29][N:28]=5)[CH2:20][CH2:21]4)[C:12]3=[O:22])=[CH:7][CH:8]=2)[CH:3]=[N:2]1. The catalyst class is: 3. (3) Reactant: [CH:1]1([N:4]([CH2:12][C:13]2[CH:18]=[C:17](/[CH:19]=[CH:20]/[CH2:21][O:22][CH3:23])[CH:16]=[C:15]([CH:24]=O)[CH:14]=2)[C:5](=[O:11])[O:6][C:7]([CH3:10])([CH3:9])[CH3:8])[CH2:3][CH2:2]1.C. Product: [CH:1]1([N:4]([CH2:12][C:13]2[CH:14]=[C:15]([CH3:24])[CH:16]=[C:17]([CH2:19][CH2:20][CH2:21][O:22][CH3:23])[CH:18]=2)[C:5](=[O:11])[O:6][C:7]([CH3:10])([CH3:9])[CH3:8])[CH2:3][CH2:2]1. The catalyst class is: 99. (4) Reactant: [CH3:1][N:2]1[C:10]2[C:5](=[CH:6][C:7]([C:11]3[C:12](=[O:17])[NH:13][CH:14]=[CH:15][CH:16]=3)=[CH:8][CH:9]=2)[CH:4]=[N:3]1.Br[C:19]1[S:20][C:21]2[C:27]([C:28]3[CH:33]=[CH:32][C:31]([Cl:34])=[CH:30][CH:29]=3)=[C:26]([C@H:35]([O:40][C:41]([CH3:44])([CH3:43])[CH3:42])[C:36]([O:38][CH3:39])=[O:37])[C:25]([CH3:45])=[CH:24][C:22]=2[N:23]=1.CN[C@@H]1CCCC[C@H]1NC.C(=O)([O-])[O-].[K+].[K+]. Product: [C:41]([O:40][C@@H:35]([C:26]1[C:25]([CH3:45])=[CH:24][C:22]2[N:23]=[C:19]([N:13]3[CH:14]=[CH:15][CH:16]=[C:11]([C:7]4[CH:6]=[C:5]5[C:10](=[CH:9][CH:8]=4)[N:2]([CH3:1])[N:3]=[CH:4]5)[C:12]3=[O:17])[S:20][C:21]=2[C:27]=1[C:28]1[CH:29]=[CH:30][C:31]([Cl:34])=[CH:32][CH:33]=1)[C:36]([O:38][CH3:39])=[O:37])([CH3:44])([CH3:42])[CH3:43]. The catalyst class is: 122. (5) Product: [F:1][C:2]1[CH:7]=[C:6]([N:8]2[CH2:11][C:10]3([CH2:14][N:13]([S:51]([CH3:50])(=[O:53])=[O:52])[CH2:12]3)[CH2:9]2)[CH:5]=[CH:4][C:3]=1[C:15]1[C:20]([C:21]([F:23])([F:24])[F:22])=[CH:19][C:18]([F:25])=[C:17]([CH2:26][O:27][C:28]2[N:33]=[CH:32][C:31]3[C@@H:34]4[C@@H:37]([C:38]([O:40][CH2:41][CH3:42])=[O:39])[C@@H:35]4[CH2:36][C:30]=3[CH:29]=2)[CH:16]=1. Reactant: [F:1][C:2]1[CH:7]=[C:6]([N:8]2[CH2:11][C:10]3([CH2:14][NH:13][CH2:12]3)[CH2:9]2)[CH:5]=[CH:4][C:3]=1[C:15]1[C:20]([C:21]([F:24])([F:23])[F:22])=[CH:19][C:18]([F:25])=[C:17]([CH2:26][O:27][C:28]2[N:33]=[CH:32][C:31]3[C@@H:34]4[C@@H:37]([C:38]([O:40][CH2:41][CH3:42])=[O:39])[C@@H:35]4[CH2:36][C:30]=3[CH:29]=2)[CH:16]=1.CCN(CC)CC.[CH3:50][S:51](Cl)(=[O:53])=[O:52].O. The catalyst class is: 2.